Regression. Given two drug SMILES strings and cell line genomic features, predict the synergy score measuring deviation from expected non-interaction effect. From a dataset of NCI-60 drug combinations with 297,098 pairs across 59 cell lines. (1) Drug 1: C1CCN(CC1)CCOC2=CC=C(C=C2)C(=O)C3=C(SC4=C3C=CC(=C4)O)C5=CC=C(C=C5)O. Drug 2: C1=NNC2=C1C(=O)NC=N2. Cell line: M14. Synergy scores: CSS=0.00650, Synergy_ZIP=1.57, Synergy_Bliss=4.16, Synergy_Loewe=1.09, Synergy_HSA=1.08. (2) Drug 1: CCC1(CC2CC(C3=C(CCN(C2)C1)C4=CC=CC=C4N3)(C5=C(C=C6C(=C5)C78CCN9C7C(C=CC9)(C(C(C8N6C)(C(=O)OC)O)OC(=O)C)CC)OC)C(=O)OC)O.OS(=O)(=O)O. Drug 2: C1C(C(OC1N2C=NC3=C2NC=NCC3O)CO)O. Cell line: EKVX. Synergy scores: CSS=2.33, Synergy_ZIP=0.308, Synergy_Bliss=-0.598, Synergy_Loewe=1.11, Synergy_HSA=-1.35. (3) Drug 1: C1=CC(=CC=C1CCC2=CNC3=C2C(=O)NC(=N3)N)C(=O)NC(CCC(=O)O)C(=O)O. Drug 2: C1=CC(=CC=C1CC(C(=O)O)N)N(CCCl)CCCl.Cl. Cell line: SN12C. Synergy scores: CSS=19.4, Synergy_ZIP=-12.6, Synergy_Bliss=-10.6, Synergy_Loewe=-10.0, Synergy_HSA=-7.03. (4) Drug 1: C1=C(C(=O)NC(=O)N1)F. Drug 2: CC1CCC2CC(C(=CC=CC=CC(CC(C(=O)C(C(C(=CC(C(=O)CC(OC(=O)C3CCCCN3C(=O)C(=O)C1(O2)O)C(C)CC4CCC(C(C4)OC)OP(=O)(C)C)C)C)O)OC)C)C)C)OC. Cell line: NCIH23. Synergy scores: CSS=49.3, Synergy_ZIP=0.200, Synergy_Bliss=0.194, Synergy_Loewe=8.25, Synergy_HSA=9.56. (5) Drug 1: COC1=CC(=CC(=C1O)OC)C2C3C(COC3=O)C(C4=CC5=C(C=C24)OCO5)OC6C(C(C7C(O6)COC(O7)C8=CC=CS8)O)O. Drug 2: C1=C(C(=O)NC(=O)N1)F. Cell line: KM12. Synergy scores: CSS=38.7, Synergy_ZIP=-11.9, Synergy_Bliss=-19.2, Synergy_Loewe=-12.9, Synergy_HSA=-11.7. (6) Drug 1: COC1=NC(=NC2=C1N=CN2C3C(C(C(O3)CO)O)O)N. Drug 2: CC(C)CN1C=NC2=C1C3=CC=CC=C3N=C2N. Cell line: SF-268. Synergy scores: CSS=-3.03, Synergy_ZIP=2.73, Synergy_Bliss=3.87, Synergy_Loewe=-2.97, Synergy_HSA=-0.972. (7) Cell line: BT-549. Synergy scores: CSS=1.34, Synergy_ZIP=2.34, Synergy_Bliss=4.14, Synergy_Loewe=0.0505, Synergy_HSA=-0.736. Drug 2: C1=CC=C(C(=C1)C(C2=CC=C(C=C2)Cl)C(Cl)Cl)Cl. Drug 1: CC1=C(C(CCC1)(C)C)C=CC(=CC=CC(=CC(=O)O)C)C.